From a dataset of Reaction yield outcomes from USPTO patents with 853,638 reactions. Predict the reaction yield, written as a fraction of the theoretical maximum amount of product (1.0 means a 100% yield; for example, 0.34 means a 34% yield). (1) The reactants are [CH:1]1([CH2:4][NH:5][C:6]2[C:11]([N+:12]([O-])=O)=[CH:10][CH:9]=[CH:8][N:7]=2)[CH2:3][CH2:2]1. The catalyst is CO.[Pd]. The product is [CH:1]1([CH2:4][NH:5][C:6]2[C:11]([NH2:12])=[CH:10][CH:9]=[CH:8][N:7]=2)[CH2:2][CH2:3]1. The yield is 0.995. (2) The reactants are [Cl:1][C:2]1[CH:7]=[C:6]([Cl:8])[CH:5]=[CH:4][C:3]=1[C:9]1[N:10]=[C:11](/[CH:14]=[CH:15]/[C:16]2[CH:21]=[CH:20][C:19]([O:22][CH3:23])=[CH:18][CH:17]=2)[NH:12][CH:13]=1.Br[CH2:25][C:26]([O:28]C)=[O:27]. No catalyst specified. The product is [Cl:1][C:2]1[CH:7]=[C:6]([Cl:8])[CH:5]=[CH:4][C:3]=1[C:9]1[N:10]=[C:11](/[CH:14]=[CH:15]/[C:16]2[CH:17]=[CH:18][C:19]([O:22][CH3:23])=[CH:20][CH:21]=2)[N:12]([CH2:25][C:26]([OH:28])=[O:27])[CH:13]=1. The yield is 0.560. (3) The reactants are [CH3:1][C:2]1[N:3]=[C:4]([C:18]2[CH:19]=[N:20][CH:21]=[CH:22][CH:23]=2)[S:5][C:6]=1[C:7]1[N:12]=[C:11]2[C:13](=O)[CH2:14][CH2:15][O:16][C:10]2=[CH:9][CH:8]=1.[NH2:24]O.Cl.C[C:28]([O-:30])=O.[K+]. The catalyst is CO. The product is [CH3:28][O:30][N:24]=[C:13]1[C:11]2=[N:12][C:7]([C:6]3[S:5][C:4]([C:18]4[CH:19]=[N:20][CH:21]=[CH:22][CH:23]=4)=[N:3][C:2]=3[CH3:1])=[CH:8][CH:9]=[C:10]2[O:16][CH2:15][CH2:14]1. The yield is 0.780. (4) The reactants are [OH:1][C:2]1[N:10]=[CH:9][CH:8]=[CH:7][C:3]=1[C:4]([OH:6])=[O:5].[OH-].[K+].CO.I[CH2:16][CH2:17][CH2:18][CH3:19]. The catalyst is O.Cl. The product is [CH2:16]([N:10]1[CH:9]=[CH:8][CH:7]=[C:3]([C:4]([OH:6])=[O:5])[C:2]1=[O:1])[CH2:17][CH2:18][CH3:19]. The yield is 0.390.